Dataset: Forward reaction prediction with 1.9M reactions from USPTO patents (1976-2016). Task: Predict the product of the given reaction. (1) Given the reactants [NH2:1][C:2]1[CH:7]=[CH:6][C:5]([C:8]2[C:16]3[C:15]([NH2:17])=[N:14][CH:13]=[N:12][C:11]=3[S:10][C:9]=2[CH2:18][CH3:19])=[CH:4][CH:3]=1.[O:20]([C:22]#[N:23])[Na], predict the reaction product. The product is: [NH2:17][C:15]1[C:16]2[C:8]([C:5]3[CH:4]=[CH:3][C:2]([NH:1][C:22]([NH2:23])=[O:20])=[CH:7][CH:6]=3)=[C:9]([CH2:18][CH3:19])[S:10][C:11]=2[N:12]=[CH:13][N:14]=1. (2) The product is: [C:17]([C:19]1[CH:13]([C:9]2[CH:10]=[C:11]([F:12])[C:2]([F:1])=[C:3]3[C:8]=2[O:7][C:6]([CH3:15])=[CH:5][C:4]3=[O:16])[C:26]([C:27]([O:29][CH2:30][CH2:31][CH3:32])=[O:28])=[C:25]([CH3:33])[NH:24][C:20]=1[CH3:21])#[N:18]. Given the reactants [F:1][C:2]1[C:11]([F:12])=[CH:10][C:9]([CH:13]=O)=[C:8]2[C:3]=1[C:4](=[O:16])[CH:5]=[C:6]([CH3:15])[O:7]2.[C:17]([CH:19]=[C:20]([O-])[CH3:21])#[N:18].[Na+].[NH2:24]/[C:25](/[CH3:33])=[CH:26]\[C:27]([O:29][CH2:30][CH2:31][CH3:32])=[O:28].C(O)(=O)C, predict the reaction product. (3) The product is: [CH3:18][C:8]1[CH:13]=[CH:12][C:11]([S:14]([O:38][CH2:37][CH:34]2[CH2:33][CH2:32][N:31]([CH2:30][C:28]3[O:27][N:26]=[C:25]([C:19]4[CH:24]=[CH:23][CH:22]=[CH:21][CH:20]=4)[CH:29]=3)[CH2:36][CH2:35]2)(=[O:16])=[O:15])=[CH:10][CH:9]=1. Given the reactants C(N(CC)CC)C.[C:8]1([CH3:18])[CH:13]=[CH:12][C:11]([S:14](Cl)(=[O:16])=[O:15])=[CH:10][CH:9]=1.[C:19]1([C:25]2[CH:29]=[C:28]([CH2:30][N:31]3[CH2:36][CH2:35][CH:34]([CH2:37][OH:38])[CH2:33][CH2:32]3)[O:27][N:26]=2)[CH:24]=[CH:23][CH:22]=[CH:21][CH:20]=1, predict the reaction product. (4) The product is: [NH2:1][C:4]1[CH:5]=[CH:6][C:7]([S:10]([CH3:13])(=[NH:12])=[O:11])=[CH:8][CH:9]=1. Given the reactants [N+:1]([C:4]1[CH:9]=[CH:8][C:7]([S:10]([CH3:13])(=[NH:12])=[O:11])=[CH:6][CH:5]=1)([O-])=O.C(OC(C)C)(C)C, predict the reaction product. (5) Given the reactants [H-].[Na+].[Na+].[I-].[Br:5][C:6]1[C:11]([CH3:12])=[CH:10][C:9]([C:13]([N:15]2[CH2:18][CH:17]([OH:19])[CH2:16]2)=[O:14])=[CH:8][C:7]=1[CH3:20].Cl[CH2:22][CH2:23][CH2:24][N:25]([CH3:27])[CH3:26], predict the reaction product. The product is: [Br:5][C:6]1[C:7]([CH3:20])=[CH:8][C:9]([C:13]([N:15]2[CH2:16][CH:17]([O:19][CH2:22][CH2:23][CH2:24][N:25]([CH3:27])[CH3:26])[CH2:18]2)=[O:14])=[CH:10][C:11]=1[CH3:12]. (6) Given the reactants [S].[BH4-].[Na+].[CH2:4]([O:7][C:8]1[CH:9]=[C:10]([N:18]([CH3:20])[CH3:19])[CH:11]=[C:12]([F:17])[C:13]=1[N+:14]([O-])=O)[CH:5]=[CH2:6].C(N(CC)C(C)C)(C)C.[Cl:30][C:31]1[N:36]=[C:35](Cl)[C:34]([Cl:38])=[CH:33][N:32]=1, predict the reaction product. The product is: [CH2:4]([O:7][C:8]1[CH:9]=[C:10]([N:18]([CH3:20])[CH3:19])[CH:11]=[C:12]([F:17])[C:13]=1[NH:14][C:33]1[C:34]([Cl:38])=[CH:35][N:36]=[C:31]([Cl:30])[N:32]=1)[CH:5]=[CH2:6].